From a dataset of Reaction yield outcomes from USPTO patents with 853,638 reactions. Predict the reaction yield, written as a fraction of the theoretical maximum amount of product (1.0 means a 100% yield; for example, 0.34 means a 34% yield). (1) The reactants are [CH3:1][N:2]([CH3:27])[C:3]1([C:21]2[CH:26]=[CH:25][CH:24]=[CH:23][CH:22]=2)[CH2:8][CH2:7][CH:6]([CH2:9][C:10]([NH:12][CH2:13][CH2:14][C:15]2[CH:20]=[CH:19][CH:18]=[CH:17][CH:16]=2)=[O:11])[CH2:5][CH2:4]1.[Cl:28][Si](C)(C)C. The catalyst is CC(CC)=O. The product is [ClH:28].[CH3:27][N:2]([CH3:1])[C:3]1([C:21]2[CH:22]=[CH:23][CH:24]=[CH:25][CH:26]=2)[CH2:4][CH2:5][CH:6]([CH2:9][C:10]([NH:12][CH2:13][CH2:14][C:15]2[CH:20]=[CH:19][CH:18]=[CH:17][CH:16]=2)=[O:11])[CH2:7][CH2:8]1. The yield is 0.800. (2) The reactants are [NH2:1][C:2]1[C:3]([C:9]([O:11]C)=[O:10])=[N:4][C:5]([Br:8])=[CH:6][N:7]=1.[Li+].[OH-].Cl. The catalyst is C1COCC1.O. The product is [NH2:1][C:2]1[C:3]([C:9]([OH:11])=[O:10])=[N:4][C:5]([Br:8])=[CH:6][N:7]=1. The yield is 0.640. (3) The reactants are [Cl:1][C:2]1[CH:7]=[C:6]([CH2:8]I)[CH:5]=[CH:4][C:3]=1[C:10]1[N:14]=[C:13]([C:15]2[N:16]=[C:17]3[C:22]([Cl:23])=[CH:21][C:20]([C:24]([F:27])([F:26])[F:25])=[CH:19][N:18]3[CH:28]=2)[O:12][N:11]=1.[CH3:29][S-:30].[Na+]. The catalyst is C1COCC1. The product is [Cl:1][C:2]1[CH:7]=[C:6]([CH2:8][S:30][CH3:29])[CH:5]=[CH:4][C:3]=1[C:10]1[N:14]=[C:13]([C:15]2[N:16]=[C:17]3[C:22]([Cl:23])=[CH:21][C:20]([C:24]([F:27])([F:26])[F:25])=[CH:19][N:18]3[CH:28]=2)[O:12][N:11]=1. The yield is 0.911. (4) The reactants are [F:1][C:2]1[CH:3]=[C:4]2[C:8](=[CH:9][CH:10]=1)[C:7](=[O:11])[CH2:6][CH2:5]2.CO.[BH4-].[Na+]. The catalyst is ClCCl. The product is [F:1][C:2]1[CH:3]=[C:4]2[C:8](=[CH:9][CH:10]=1)[CH:7]([OH:11])[CH2:6][CH2:5]2. The yield is 1.00. (5) The reactants are [Cl:1][C:2]1[C:3]([CH3:22])=[C:4]([Cl:21])[C:5]2[O:10][CH:9]([C:11]([F:14])([F:13])[F:12])[C:8]([C:15]([O:17]CC)=[O:16])=[CH:7][C:6]=2[CH:20]=1.[OH-].[Na+]. The yield is 0.780. The catalyst is C1COCC1.C(O)C. The product is [Cl:1][C:2]1[C:3]([CH3:22])=[C:4]([Cl:21])[C:5]2[O:10][CH:9]([C:11]([F:14])([F:13])[F:12])[C:8]([C:15]([OH:17])=[O:16])=[CH:7][C:6]=2[CH:20]=1. (6) The reactants are [C:1]([C:3]1[CH:4]=[CH:5][C:6]2[O:7][CH2:8][CH2:9][C:10]3[CH:16]=[C:15]([C:17]4[C:21]([C:22]5[CH:27]=[CH:26][C:25]([F:28])=[CH:24][C:23]=5[F:29])=[N:20][NH:19][N:18]=4)[S:14][C:11]=3[C:12]=2[N:13]=1)#[N:2].CS(C)=[O:32].C(=O)([O-])[O-].[K+].[K+].O.OO.S(=O)(O)[O-].[Na+]. No catalyst specified. The product is [C:1]([C:3]1[CH:4]=[CH:5][C:6]2[O:7][CH2:8][CH2:9][C:10]3[CH:16]=[C:15]([C:17]4[C:21]([C:22]5[CH:27]=[CH:26][C:25]([F:28])=[CH:24][C:23]=5[F:29])=[N:20][NH:19][N:18]=4)[S:14][C:11]=3[C:12]=2[N:13]=1)(=[O:32])[NH2:2]. The yield is 0.270. (7) The reactants are [F:1][C:2]1[CH:3]=[C:4]([N:9]2[C:13]([CH3:15])([CH3:14])[C:12](=[O:16])[N:11]([C:17]3[CH:24]=[CH:23][C:20]([C:21]#[N:22])=[C:19]([C:25]([F:28])([F:27])[F:26])[CH:18]=3)[C:10]2=[S:29])[CH:5]=[CH:6][C:7]=1[OH:8].[CH:30]12[O:35][CH:34]1[CH2:33][N:32]([C:36]([O:38][C:39]([CH3:42])([CH3:41])[CH3:40])=[O:37])[CH2:31]2.C(N(CC)C(C)C)(C)C.O. The catalyst is C(OCC)(=O)C. The product is [C:21]([C:20]1[CH:23]=[CH:24][C:17]([N:11]2[C:12](=[O:16])[C:13]([CH3:14])([CH3:15])[N:9]([C:4]3[CH:5]=[CH:6][C:7]([O:8][CH:34]4[CH:30]([OH:35])[CH2:31][N:32]([C:36]([O:38][C:39]([CH3:42])([CH3:41])[CH3:40])=[O:37])[CH2:33]4)=[C:2]([F:1])[CH:3]=3)[C:10]2=[S:29])=[CH:18][C:19]=1[C:25]([F:26])([F:27])[F:28])#[N:22]. The yield is 0.921.